From a dataset of Experimentally validated miRNA-target interactions with 360,000+ pairs, plus equal number of negative samples. Binary Classification. Given a miRNA mature sequence and a target amino acid sequence, predict their likelihood of interaction. (1) The miRNA is mmu-miR-433-5p with sequence UACGGUGAGCCUGUCAUUAUUC. The protein sequence of the target gene is MPFLWGLRQDKEACVGTNNQSYICDTGHCCGQSQCCNYYYELWWFWLVWTVVIILSCCCVCHHRRAKHRLQAQQRQHEINLIAYREAHNYSALPFYFRFLPNSLLPPYEEVVNRPPTPPPPYSAFQLQQQQQLLPPPPQGGPPGGSPPGADPPPQGSQGAQSSPLSGPSRSSTRPPSVADPQSPEVPTDREATKASGTESGSPMAGHGELDPGAFLDQDSECKEELLKDSRSERGGVSPDSEDKTPGRHRRFTGDSGIEVCVCNRGHHDDDLKEFNTLIDDALDGPLDFCDSCHVRPPVD.... Result: 0 (no interaction). (2) The miRNA is mmu-miR-466c-5p with sequence UGAUGUGUGUGUGCAUGUACAUAU. The protein sequence of the target gene is MAATLQFLVCLVVAICLLSGVTTTQPHAGQPMDSTSVGGGLQEPEAPEVMFELLWAGLELDVMGQLHIQDEELASTHPGRRLRLLLQHHVPSDLEGTEQWLQQLQDLRKGPPLSTWDFEHLLLTGLSCVYRLHAASEAEERGRWAQVFALLAQETLWDLCKGFCPQDRPPSLGSWASILDPFP. Result: 0 (no interaction). (3) The miRNA is hsa-miR-4695-5p with sequence CAGGAGGCAGUGGGCGAGCAGG. The protein sequence of the target gene is MGDNITSIREFLLLGFPVGPRIQMLLFGLFSLFYVFTLLGNGTILGLISLDSRLHAPMYFFLSHLAVVDIAYACNTVPRMLVNLLHPAKPISFAGRMMQTFLFSTFAVTECLLLVVMSYDLYVAICHPLRYLAIMTWRVCITLAVTSWTTGVLLSLIHLVLLLPLPFCRPQKIYHFFCEILAVLKLACADTHINENMVLAGAISGLVGPLSTIVVSYMCILCAILQIQSREVQRKAFRTCFSHLCVIGLVYGTAIIMYVGPRYGNPKEQKKYLLLFHSLFNPMLNPLICSLRNSEVKNTL.... Result: 1 (interaction).